Dataset: Forward reaction prediction with 1.9M reactions from USPTO patents (1976-2016). Task: Predict the product of the given reaction. (1) Given the reactants [O:1]1[CH:5]=[CH:4][CH:3]=[C:2]1[CH:6]([CH:8]1[CH2:12][CH2:11][CH2:10][N:9]1C(OC(C)(C)C)=O)[OH:7].FC(F)(F)C(O)=O.[OH-].[Na+], predict the reaction product. The product is: [O:1]1[CH:5]=[CH:4][CH:3]=[C:2]1[CH:6]([CH:8]1[CH2:12][CH2:11][CH2:10][NH:9]1)[OH:7]. (2) Given the reactants Cl.[C:2]1([CH3:10])[CH:7]=[CH:6][CH:5]=[CH:4][C:3]=1[NH:8][NH2:9].C(Cl)(Cl)(Cl)Cl.C(N(CC)CC)C.CO[C:25](=[N:28][C:29](=O)[C:30]1[CH:35]=[CH:34][CH:33]=[CH:32][CH:31]=1)[CH2:26][CH3:27], predict the reaction product. The product is: [CH2:26]([C:25]1[N:28]=[C:29]([C:30]2[CH:35]=[CH:34][CH:33]=[CH:32][CH:31]=2)[N:8]([C:3]2[CH:4]=[CH:5][CH:6]=[CH:7][C:2]=2[CH3:10])[N:9]=1)[CH3:27]. (3) Given the reactants [F:1][C:2]([F:31])([F:30])[CH2:3][NH:4][C:5]([C:7]1([CH2:20][CH2:21][CH2:22][CH2:23][N:24]2[CH2:29][CH2:28][NH:27][CH2:26][CH2:25]2)[C:19]2[CH:18]=[CH:17][CH:16]=[CH:15][C:14]=2[C:13]2[C:8]1=[CH:9][CH:10]=[CH:11][CH:12]=2)=[O:6].[C:32](Cl)(=[O:39])[C:33]1[CH:38]=[CH:37][CH:36]=[CH:35][CH:34]=1, predict the reaction product. The product is: [F:31][C:2]([F:30])([F:1])[CH2:3][NH:4][C:5]([C:7]1([CH2:20][CH2:21][CH2:22][CH2:23][N:24]2[CH2:25][CH2:26][N:27]([C:32](=[O:39])[C:33]3[CH:38]=[CH:37][CH:36]=[CH:35][CH:34]=3)[CH2:28][CH2:29]2)[C:8]2[CH:9]=[CH:10][CH:11]=[CH:12][C:13]=2[C:14]2[C:19]1=[CH:18][CH:17]=[CH:16][CH:15]=2)=[O:6]. (4) Given the reactants [F:1][C:2]([F:11])([F:10])[C:3]1[C:4]([OH:9])=[N:5][CH:6]=[CH:7][CH:8]=1.[N+:12]([O-])([OH:14])=[O:13].OS(O)(=O)=O, predict the reaction product. The product is: [N+:12]([C:7]1[CH:8]=[C:3]([C:2]([F:1])([F:10])[F:11])[C:4]([OH:9])=[N:5][CH:6]=1)([O-:14])=[O:13]. (5) Given the reactants [F:1][C:2]1[CH:22]=[CH:21][C:5]([CH2:6][N:7]2[C:11]3=[CH:12][N:13]=[C:14]([C:17]([O:19]C)=O)[C:15]([OH:16])=[C:10]3[CH:9]=[CH:8]2)=[CH:4][CH:3]=1.[OH-].[Na+].[CH3:25][O:26][NH2:27].C(O)(=O)C, predict the reaction product. The product is: [F:1][C:2]1[CH:3]=[CH:4][C:5]([CH2:6][N:7]2[C:11]3=[CH:12][N:13]=[C:14]([C:17]([NH:27][O:26][CH3:25])=[O:19])[C:15]([OH:16])=[C:10]3[CH:9]=[CH:8]2)=[CH:21][CH:22]=1. (6) Given the reactants I[C:2]1[N:6]([CH3:7])[CH:5]=[N:4][CH:3]=1.[Cl:8][C:9]1[C:14]([F:15])=[CH:13][CH:12]=[C:11]([O:16][CH3:17])[C:10]=1[C@H:18]([C:20]1[C:28]2[C:23](=[N:24][CH:25]=[C:26](B3OC(C)(C)C(C)(C)O3)[CH:27]=2)[NH:22][CH:21]=1)[CH3:19].C(=O)([O-])[O-].[K+].[K+].ClCCl, predict the reaction product. The product is: [Cl:8][C:9]1[C:14]([F:15])=[CH:13][CH:12]=[C:11]([O:16][CH3:17])[C:10]=1[C@H:18]([C:20]1[C:28]2[C:23](=[N:24][CH:25]=[C:26]([C:2]3[N:6]([CH3:7])[CH:5]=[N:4][CH:3]=3)[CH:27]=2)[NH:22][CH:21]=1)[CH3:19]. (7) The product is: [F:8][C:7]1[C:2]([C:16]#[C:15][CH2:14][CH2:13][OH:17])=[C:3]([F:12])[C:4]([F:11])=[C:5]([F:10])[C:6]=1[F:9]. Given the reactants Br[C:2]1[C:7]([F:8])=[C:6]([F:9])[C:5]([F:10])=[C:4]([F:11])[C:3]=1[F:12].[CH2:13]([OH:17])[CH2:14][C:15]#[CH:16].COC(C)(C)C, predict the reaction product. (8) Given the reactants [Br:1][C:2]1[CH:11]=[CH:10][CH:9]=[C:8]2[C:3]=1[CH:4]=[CH:5][CH:6]=[C:7]2C(O)=O.CC[N:17]([CH2:20]C)CC.C1C=CC(P(N=[N+]=[N-])(C2C=CC=CC=2)=[O:29])=CC=1.[CH3:39][C:40]([OH:43])([CH3:42])[CH3:41], predict the reaction product. The product is: [C:40]([O:43][C:20](=[O:29])[NH:17][C:7]1[C:8]2[C:3](=[C:2]([Br:1])[CH:11]=[CH:10][CH:9]=2)[CH:4]=[CH:5][CH:6]=1)([CH3:42])([CH3:41])[CH3:39]. (9) The product is: [CH:43]1([C:44]2[CH:45]=[CH:46][C:47]([C:48]([NH:4][C:3]3[CH:5]=[CH:6][CH:7]=[C:8]([B:9]4[O:13][C:12]([CH3:15])([CH3:14])[C:11]([CH3:17])([CH3:16])[O:10]4)[C:2]=3[CH3:1])=[O:50])=[CH:51][CH:52]=2)[CH2:28][CH2:27]1. Given the reactants [CH3:1][C:2]1[C:8]([B:9]2[O:13][C:12]([CH3:15])([CH3:14])[C:11]([CH3:17])([CH3:16])[O:10]2)=[CH:7][CH:6]=[CH:5][C:3]=1[NH2:4].CN(C(ON1N=N[C:28]2C=CC=N[C:27]1=2)=[N+](C)C)C.F[P-](F)(F)(F)(F)F.F[CH:43](F)[C:44]1[CH:52]=[CH:51][C:47]([C:48]([OH:50])=O)=[CH:46][CH:45]=1, predict the reaction product.